Dataset: Full USPTO retrosynthesis dataset with 1.9M reactions from patents (1976-2016). Task: Predict the reactants needed to synthesize the given product. Given the product [CH3:1][O:2][C:3]1[CH:4]=[C:5]2[C:10](=[CH:11][C:12]=1[O:13][CH3:14])[N:9]=[CH:8][N:7]=[C:6]2[O:15][C:16]1[CH:22]=[CH:21][C:19]([NH:20][C:41](=[O:47])[O:42][CH2:43][CH2:54][CH2:53][O:52][C:51]2[CH:57]=[CH:58][CH:59]=[CH:60][C:50]=2[Cl:49])=[CH:18][CH:17]=1, predict the reactants needed to synthesize it. The reactants are: [CH3:1][O:2][C:3]1[CH:4]=[C:5]2[C:10](=[CH:11][C:12]=1[O:13][CH3:14])[N:9]=[CH:8][N:7]=[C:6]2[O:15][C:16]1[CH:22]=[CH:21][C:19]([NH2:20])=[CH:18][CH:17]=1.C1(C)C=CC=CC=1.C(N(CC)CC)C.ClC(Cl)(O[C:41](=[O:47])[O:42][C:43](Cl)(Cl)Cl)Cl.[Cl:49][C:50]1[CH:60]=[CH:59][CH:58]=[CH:57][C:51]=1[O:52][CH2:53][CH2:54]CO.